From a dataset of Reaction yield outcomes from USPTO patents with 853,638 reactions. Predict the reaction yield, written as a fraction of the theoretical maximum amount of product (1.0 means a 100% yield; for example, 0.34 means a 34% yield). (1) The product is [CH2:1]([O:8][C:9]1[N:10]=[C:11]([CH:29]([C:27]#[N:28])[C:30]2[CH:31]=[C:32]([CH:35]=[C:36]([CH3:38])[CH:37]=2)[C:33]#[N:34])[C:12]([CH:23]([CH3:25])[CH3:24])=[C:13]([O:15][CH2:16][C:17]2[CH:22]=[CH:21][CH:20]=[CH:19][CH:18]=2)[N:14]=1)[C:2]1[CH:7]=[CH:6][CH:5]=[CH:4][CH:3]=1. The catalyst is CN(C=O)C. The reactants are [CH2:1]([O:8][C:9]1[N:14]=[C:13]([O:15][CH2:16][C:17]2[CH:22]=[CH:21][CH:20]=[CH:19][CH:18]=2)[C:12]([CH:23]([CH3:25])[CH3:24])=[C:11](Cl)[N:10]=1)[C:2]1[CH:7]=[CH:6][CH:5]=[CH:4][CH:3]=1.[C:27]([CH2:29][C:30]1[CH:31]=[C:32]([CH:35]=[C:36]([CH3:38])[CH:37]=1)[C:33]#[N:34])#[N:28].[H-].[Na+].[Cl-].[NH4+]. The yield is 0.940. (2) The reactants are [CH3:1][NH:2][CH2:3][C:4]1[S:5][CH:6]=[CH:7][CH:8]=1.[CH:9]1([C:15](Cl)=[O:16])[CH2:14][CH2:13][CH2:12][CH2:11][CH2:10]1.C(O)C(N)(CO)CO. The catalyst is C(Cl)Cl. The product is [CH3:1][N:2]([CH2:3][C:4]1[S:5][CH:6]=[CH:7][CH:8]=1)[C:15]([CH:9]1[CH2:14][CH2:13][CH2:12][CH2:11][CH2:10]1)=[O:16]. The yield is 0.530. (3) The reactants are Cl.C(O[C:5]([C:7]1[CH:8]=[C:9]2[C:13](=[CH:14][CH:15]=1)[NH:12][N:11]=[C:10]2[C:16]1[CH:21]=[CH:20][C:19]([F:22])=[CH:18][CH:17]=1)=[NH:6])C.[C:23]([N:26]1[CH2:31][CH2:30][N:29]([CH2:32][C:33]([NH:35][NH2:36])=O)[CH2:28][CH2:27]1)(=[O:25])[CH3:24].C[O-].[Na+]. The catalyst is CO. The product is [C:23]([N:26]1[CH2:31][CH2:30][N:29]([CH2:32][C:33]2[NH:6][C:5]([C:7]3[CH:8]=[C:9]4[C:13](=[CH:14][CH:15]=3)[NH:12][N:11]=[C:10]4[C:16]3[CH:21]=[CH:20][C:19]([F:22])=[CH:18][CH:17]=3)=[N:36][N:35]=2)[CH2:28][CH2:27]1)(=[O:25])[CH3:24]. The yield is 0.0500. (4) The product is [CH2:13]([O:15][C:16]([CH:18]1[CH2:19][CH2:20][N:21]([C:24]2[CH:29]=[CH:28][C:27]([NH:30][C:11]([NH:10][C:4]3[CH:5]=[C:6]([CH3:9])[CH:7]=[CH:8][C:3]=3[O:2][CH3:1])=[O:12])=[CH:26][CH:25]=2)[CH2:22][CH2:23]1)=[O:17])[CH3:14]. The yield is 0.900. The catalyst is O1CCCC1. The reactants are [CH3:1][O:2][C:3]1[CH:8]=[CH:7][C:6]([CH3:9])=[CH:5][C:4]=1[N:10]=[C:11]=[O:12].[CH2:13]([O:15][C:16]([CH:18]1[CH2:23][CH2:22][N:21]([C:24]2[CH:29]=[CH:28][C:27]([NH2:30])=[CH:26][CH:25]=2)[CH2:20][CH2:19]1)=[O:17])[CH3:14].CO. (5) The yield is 0.720. The reactants are [C:1]1([CH3:13])[CH:6]=[CH:5][CH:4]=[C:3]([CH:7]2[S:12][CH2:11][CH2:10][CH2:9][S:8]2)[CH:2]=1.[Li]CCCC.[F:19][CH:20]([F:31])[O:21][C:22]1[CH:29]=[CH:28][C:25]([CH:26]=[O:27])=[CH:24][C:23]=1[CH3:30]. The catalyst is C1COCC1. The product is [F:19][CH:20]([F:31])[O:21][C:22]1[CH:29]=[CH:28][C:25]([CH:26]([C:7]2([C:3]3[CH:2]=[C:1]([CH3:13])[CH:6]=[CH:5][CH:4]=3)[S:8][CH2:9][CH2:10][CH2:11][S:12]2)[OH:27])=[CH:24][C:23]=1[CH3:30].